This data is from CYP2C19 inhibition data for predicting drug metabolism from PubChem BioAssay. The task is: Regression/Classification. Given a drug SMILES string, predict its absorption, distribution, metabolism, or excretion properties. Task type varies by dataset: regression for continuous measurements (e.g., permeability, clearance, half-life) or binary classification for categorical outcomes (e.g., BBB penetration, CYP inhibition). Dataset: cyp2c19_veith. (1) The drug is CCOC(=O)N/N=C1/C[C@@H](O)[C@@H](O)[C@@H]2[C@@H]3C(=O)N(Cc4ccc5c(c4)OCO5)C(=O)[C@H]3CC[C@@H]12. The result is 0 (non-inhibitor). (2) The drug is CC(=O)Nc1ccc(S(=O)(=O)N=S(C)C)cc1. The result is 0 (non-inhibitor).